Dataset: Forward reaction prediction with 1.9M reactions from USPTO patents (1976-2016). Task: Predict the product of the given reaction. (1) Given the reactants COC1C=CC(C([NH:24][C:25]2[N:30]([CH3:31])[C:29](=[O:32])[C:28]([CH3:34])([CH3:33])[C@:27]([C:36]3[CH:41]=[C:40](Br)[CH:39]=[CH:38][C:37]=3[F:43])([CH3:35])[N:26]=2)(C2C=CC(OC)=CC=2)C2C=CC=CC=2)=CC=1.[NH2:44][C:45]1[CH:52]=[CH:51][C:48]([C:49]#[N:50])=[C:47]([CH3:53])[CH:46]=1, predict the reaction product. The product is: [NH2:24][C:25]1[N:30]([CH3:31])[C:29](=[O:32])[C:28]([CH3:33])([CH3:34])[C@:27]([C:36]2[CH:41]=[C:40]([NH:44][C:45]3[CH:52]=[CH:51][C:48]([C:49]#[N:50])=[C:47]([CH3:53])[CH:46]=3)[CH:39]=[CH:38][C:37]=2[F:43])([CH3:35])[N:26]=1. (2) Given the reactants C[O:2][C:3]([C:5]1[S:9][C:8]2[CH:10]=[C:11]([Br:15])[CH:12]=[C:13]([F:14])[C:7]=2[CH:6]=1)=[O:4].[Li+].[OH-].O, predict the reaction product. The product is: [Br:15][C:11]1[CH:12]=[C:13]([F:14])[C:7]2[CH:6]=[C:5]([C:3]([OH:4])=[O:2])[S:9][C:8]=2[CH:10]=1. (3) Given the reactants [NH2:1][C:2]1[CH:3]=[C:4]([CH2:9][OH:10])[CH:5]=[C:6]([CH3:8])[CH:7]=1.[O:11](C(OC(C)(C)C)=O)[C:12]([O:14][C:15]([CH3:18])([CH3:17])[CH3:16])=O, predict the reaction product. The product is: [OH:10][CH2:9][C:4]1[CH:3]=[C:2]([NH:1][C:12](=[O:11])[O:14][C:15]([CH3:18])([CH3:17])[CH3:16])[CH:7]=[C:6]([CH3:8])[CH:5]=1. (4) Given the reactants [NH2:1][C:2]1[C:3]([Cl:9])=[N:4][CH:5]=[C:6]([Br:8])[CH:7]=1.[F:10][CH:11]([F:23])[O:12][C:13]1[CH:14]=[C:15]([S:19](Cl)(=[O:21])=[O:20])[CH:16]=[CH:17][CH:18]=1.C(=O)([O-])[O-].[K+].[K+], predict the reaction product. The product is: [Br:8][C:6]1[CH:7]=[C:2]([NH:1][S:19]([C:15]2[CH:16]=[CH:17][CH:18]=[C:13]([O:12][CH:11]([F:10])[F:23])[CH:14]=2)(=[O:21])=[O:20])[C:3]([Cl:9])=[N:4][CH:5]=1. (5) Given the reactants Br[C:2]1[C:3]([C:20]([CH3:23])([CH3:22])[CH3:21])=[N:4][N:5]2[CH:10]=[C:9]([CH:11]([CH2:16][CH2:17][CH3:18])[C:12]([O:14][CH3:15])=[O:13])[C:8]([CH3:19])=[N:7][C:6]=12.B(O)(O)[C:25]1[CH:26]=[CH:27][C:28]([CH3:31])=[CH:29][CH:30]=1.C(N([CH:40]([CH3:42])[CH3:41])CC)(C)C, predict the reaction product. The product is: [C:20]([C:3]1[C:2]([C:2]2[CH:6]=[CH:42][C:40]([CH3:41])=[CH:20][CH:3]=2)=[C:6]2[N:7]=[C:8]([CH3:19])[C:9]([CH:11]([CH2:16][CH2:17][CH3:18])[C:12]([O:14][CH3:15])=[O:13])=[C:10]([C:25]3[CH:26]=[CH:27][C:28]([CH3:31])=[CH:29][CH:30]=3)[N:5]2[N:4]=1)([CH3:23])([CH3:22])[CH3:21]. (6) The product is: [CH2:8]([O:10][C:11]1[CH:12]=[C:13]([CH2:22][C:23]([NH:49][C@H:36]([C:37]2[CH:42]=[CH:41][CH:40]=[CH:39][C:38]=2[N:43]2[CH2:44][CH2:45][CH2:46][CH2:47][CH2:48]2)[CH2:35][CH:34]([CH3:50])[CH3:33])=[O:25])[CH:14]=[CH:15][C:16]=1[C:17]([O:19][CH2:20][CH3:21])=[O:18])[CH3:9]. Given the reactants C(Cl)(=O)C(C)(C)C.[CH2:8]([O:10][C:11]1[CH:12]=[C:13]([CH2:22][C:23]([OH:25])=O)[CH:14]=[CH:15][C:16]=1[C:17]([O:19][CH2:20][CH3:21])=[O:18])[CH3:9].C(N(CC)CC)C.[CH3:33][CH:34]([CH3:50])[CH2:35][C@H:36]([NH2:49])[C:37]1[CH:42]=[CH:41][CH:40]=[CH:39][C:38]=1[N:43]1[CH2:48][CH2:47][CH2:46][CH2:45][CH2:44]1, predict the reaction product.